Dataset: Full USPTO retrosynthesis dataset with 1.9M reactions from patents (1976-2016). Task: Predict the reactants needed to synthesize the given product. (1) Given the product [F:1][C:2]1[CH:3]=[CH:4][C:5]([O:39][CH3:40])=[C:6]([C:8]2[CH:13]=[CH:12][N:11]=[C:10]3[NH:14][C:15]([CH:17]4[CH2:22][CH2:21][N:20]([C:23]([O:25][C:26]([CH3:27])([CH3:28])[CH3:29])=[O:24])[CH2:19][CH2:18]4)=[CH:16][C:9]=23)[CH:7]=1, predict the reactants needed to synthesize it. The reactants are: [F:1][C:2]1[CH:3]=[CH:4][C:5]([O:39][CH3:40])=[C:6]([C:8]2[CH:13]=[CH:12][N:11]=[C:10]3[N:14](S(C4C=CC=CC=4)(=O)=O)[C:15]([C:17]4[CH2:22][CH2:21][N:20]([C:23]([O:25][C:26]([CH3:29])([CH3:28])[CH3:27])=[O:24])[CH2:19][CH:18]=4)=[CH:16][C:9]=23)[CH:7]=1.[H][H]. (2) Given the product [F:31][C@@H:2]1[C@H:7]2[O:8][CH:9]([C:12]3[CH:17]=[CH:16][CH:15]=[CH:14][CH:13]=3)[O:10][CH2:11][C@H:6]2[O:5][CH2:4][C@@H:3]1[O:18][C:19](=[O:21])[CH3:20], predict the reactants needed to synthesize it. The reactants are: O[C@H:2]1[C@@H:7]2[O:8][CH:9]([C:12]3[CH:17]=[CH:16][CH:15]=[CH:14][CH:13]=3)[O:10][CH2:11][C@H:6]2[O:5][CH2:4][C@@H:3]1[O:18][C:19](=[O:21])[CH3:20].CCN(C(C)C)C(C)C.[F:31]C(F)(F)S(OS(C(F)(F)F)(=O)=O)(=O)=O.[F-].C([N+](CCCC)(CCCC)CCCC)CCC. (3) The reactants are: [CH2:1]([C:3]1[N:7]=[C:6]([C:8]2[S:12][C:11]([NH2:13])=[N:10][C:9]=2[C:14]2[CH:19]=[CH:18][CH:17]=[CH:16][CH:15]=2)[O:5][N:4]=1)[CH3:2].[C:20](Cl)(=[O:23])[CH2:21][CH3:22]. Given the product [CH2:1]([C:3]1[N:7]=[C:6]([C:8]2[S:12][C:11]([NH:13][C:20](=[O:23])[CH2:21][CH3:22])=[N:10][C:9]=2[C:14]2[CH:19]=[CH:18][CH:17]=[CH:16][CH:15]=2)[O:5][N:4]=1)[CH3:2], predict the reactants needed to synthesize it. (4) Given the product [Cl:19][C:20]1[CH:21]=[C:22]([S:26][CH2:11][CH2:12][CH2:13][CH2:14][CH2:15][C:16]([OH:18])=[O:17])[CH:23]=[CH:24][CH:25]=1, predict the reactants needed to synthesize it. The reactants are: ClC1C=CC=CC=1SCC[CH2:11][CH2:12][CH2:13][CH2:14][CH2:15][C:16]([OH:18])=[O:17].[Cl:19][C:20]1[CH:21]=[C:22]([SH:26])[CH:23]=[CH:24][CH:25]=1.BrCCCCCC(OCC)=O.[OH-].[K+]. (5) The reactants are: [C:1]([O:5][C:6](=[O:39])[N:7]([C:12]1[C:16]2[CH:17]=[C:18]([CH2:21][O:22][C:23]3[CH:28]=[CH:27][C:26]([C:29]4[CH:34]=[C:33]([F:35])[C:32]([F:36])=[CH:31][C:30]=4[O:37][CH3:38])=[CH:25][CH:24]=3)[CH:19]=[CH:20][C:15]=2[O:14][N:13]=1)[CH2:8][CH2:9]OC)([CH3:4])([CH3:3])[CH3:2].[C:40]([O:44][C:45](=O)NC1C2C=C(COC3C=CC(C4C=C(F)C(F)=CC=4OC)=CC=3)C=CC=2ON=1)(C)(C)C.BrCCCOC. Given the product [C:1]([O:5][C:6](=[O:39])[N:7]([C:12]1[C:16]2[CH:17]=[C:18]([CH2:21][O:22][C:23]3[CH:24]=[CH:25][C:26]([C:29]4[CH:34]=[C:33]([F:35])[C:32]([F:36])=[CH:31][C:30]=4[O:37][CH3:38])=[CH:27][CH:28]=3)[CH:19]=[CH:20][C:15]=2[O:14][N:13]=1)[CH2:8][CH2:9][CH2:40][O:44][CH3:45])([CH3:4])([CH3:3])[CH3:2], predict the reactants needed to synthesize it. (6) Given the product [OH:4][C:5]1[CH:6]=[CH:7][C:8]2[C@@H:9]3[C@@H:17]([C@H:18]([CH2:22][CH2:23][CH2:24][CH2:25][O:26][CH2:27][CH2:28][O:29][CH2:30][CH2:31][O:32][CH2:33][CH2:34][O:35][CH2:36][CH2:37][O:38][CH2:39][C:40]([OH:42])=[O:41])[CH2:19][C:20]=2[CH:21]=1)[C@H:16]1[C@@:12]([CH3:51])([C@@H:13]([OH:47])[CH2:14][CH2:15]1)[CH2:11][CH2:10]3, predict the reactants needed to synthesize it. The reactants are: COC[O:4][C:5]1[CH:6]=[CH:7][C:8]2[C@@H:9]3[C@@H:17]([C@H:18]([CH2:22][CH2:23][CH2:24][CH2:25][O:26][CH2:27][CH2:28][O:29][CH2:30][CH2:31][O:32][CH2:33][CH2:34][O:35][CH2:36][CH2:37][O:38][CH2:39][C:40]([O:42]C(C)(C)C)=[O:41])[CH2:19][C:20]=2[CH:21]=1)[C@H:16]1[C@@:12]([CH3:51])([C@@H:13]([O:47]COC)[CH2:14][CH2:15]1)[CH2:11][CH2:10]3.Cl. (7) Given the product [C:1]([O:5][C:6]([NH:8][CH2:9][C@H:10]1[CH2:15][CH2:14][C@H:13]([C:16]([NH:18][C@@H:19]([CH2:20][C:21]2[CH:26]=[CH:25][C:24]([C:27]3[CH:32]=[CH:31][C:30]([C:33](=[O:35])[NH:60][C@@H:61]4[CH2:66][CH2:65][CH2:64][NH:63][C:62]4=[O:67])=[CH:29][C:28]=3[CH3:36])=[CH:23][CH:22]=2)[C:37]([NH:39][C:40]2[CH:45]=[CH:44][C:43]([C:46]3[NH:50][C:49]([C:51]([F:59])([F:58])[C:52]([F:53])([F:54])[C:55]([OH:57])=[O:56])=[N:48][N:47]=3)=[CH:42][CH:41]=2)=[O:38])=[O:17])[CH2:12][CH2:11]1)=[O:7])([CH3:3])([CH3:2])[CH3:4], predict the reactants needed to synthesize it. The reactants are: [C:1]([O:5][C:6]([NH:8][CH2:9][C@H:10]1[CH2:15][CH2:14][C@H:13]([C:16]([NH:18][C@H:19]([C:37]([NH:39][C:40]2[CH:45]=[CH:44][C:43]([C:46]3[NH:50][C:49]([C:51]([F:59])([F:58])[C:52]([C:55]([OH:57])=[O:56])([F:54])[F:53])=[N:48][N:47]=3)=[CH:42][CH:41]=2)=[O:38])[CH2:20][C:21]2[CH:26]=[CH:25][C:24]([C:27]3[CH:32]=[CH:31][C:30]([C:33]([OH:35])=O)=[CH:29][C:28]=3[CH3:36])=[CH:23][CH:22]=2)=[O:17])[CH2:12][CH2:11]1)=[O:7])([CH3:4])([CH3:3])[CH3:2].[NH2:60][C@@H:61]1[CH2:66][CH2:65][CH2:64][NH:63][C:62]1=[O:67].C(N(CC)C(C)C)(C)C. (8) The reactants are: [NH:1]1[C:5]2=[N:6][CH:7]=[CH:8][CH:9]=[C:4]2[C:3]([CH:10]=[O:11])=[CH:2]1.[H-].[Na+].[CH:14]([Si:17](Cl)([CH:21]([CH3:23])[CH3:22])[CH:18]([CH3:20])[CH3:19])([CH3:16])[CH3:15].O. Given the product [CH:14]([Si:17]([CH:21]([CH3:23])[CH3:22])([CH:18]([CH3:20])[CH3:19])[N:1]1[C:5]2=[N:6][CH:7]=[CH:8][CH:9]=[C:4]2[C:3]([CH:10]=[O:11])=[CH:2]1)([CH3:16])[CH3:15], predict the reactants needed to synthesize it.